From a dataset of Full USPTO retrosynthesis dataset with 1.9M reactions from patents (1976-2016). Predict the reactants needed to synthesize the given product. (1) Given the product [F:19][C:20]1[CH:21]=[C:22]2[C:26](=[CH:27][CH:28]=1)[N:25]([C:15](=[O:17])[CH2:14][C:9]1[NH:10][C:11](=[O:13])[CH:12]=[C:7]([N:1]3[CH2:2][CH2:3][O:4][CH2:5][CH2:6]3)[N:8]=1)[CH2:24][CH2:23]2, predict the reactants needed to synthesize it. The reactants are: [N:1]1([C:7]2[N:8]=[C:9]([CH2:14][C:15]([O-:17])=O)[NH:10][C:11](=[O:13])[CH:12]=2)[CH2:6][CH2:5][O:4][CH2:3][CH2:2]1.[Na+].[F:19][C:20]1[CH:21]=[C:22]2[C:26](=[CH:27][CH:28]=1)[NH:25][CH2:24][CH2:23]2.Cl.CN(C)CCCN=C=NCC. (2) The reactants are: [C:1]([NH:9][C:10]1[S:11][CH2:12][C@@H:13]2[CH2:19][C@H:18]([C:20]([NH:22][CH2:23][CH:24](OC)[O:25]C)=[O:21])[O:17][CH2:16][C@:14]2([C:29]2[CH:34]=[CH:33][C:32]([F:35])=[CH:31][C:30]=2[F:36])[N:15]=1)(=[O:8])[C:2]1[CH:7]=[CH:6][CH:5]=[CH:4][CH:3]=1.Cl.N[CH2:39]C(=O)C.C(N(CC)C(C)C)(C)C. Given the product [C:1]([NH:9][C:10]1[S:11][CH2:12][C@@H:13]2[CH2:19][C@H:18]([C:20]([NH:22][CH2:23][C:24](=[O:25])[CH3:39])=[O:21])[O:17][CH2:16][C@:14]2([C:29]2[CH:34]=[CH:33][C:32]([F:35])=[CH:31][C:30]=2[F:36])[N:15]=1)(=[O:8])[C:2]1[CH:7]=[CH:6][CH:5]=[CH:4][CH:3]=1, predict the reactants needed to synthesize it.